From a dataset of Forward reaction prediction with 1.9M reactions from USPTO patents (1976-2016). Predict the product of the given reaction. (1) Given the reactants [NH2-].[Na+].Cl.[F:4][C:5]1[CH:10]=[CH:9][C:8]([NH:11][NH2:12])=[CH:7][CH:6]=1.Br[CH2:14][C:15]1[CH:20]=[CH:19][C:18]([CH3:21])=[C:17]([F:22])[C:16]=1[F:23], predict the reaction product. The product is: [F:22][C:17]1[C:16]([F:23])=[C:15]([CH3:14])[CH:20]=[CH:19][C:18]=1[CH2:21][N:11]([C:8]1[CH:9]=[CH:10][C:5]([F:4])=[CH:6][CH:7]=1)[NH2:12]. (2) Given the reactants P(Br)(Br)Br.[Cl:5][C:6]1[CH:11]=[CH:10][CH:9]=[CH:8][C:7]=1[CH2:12][C:13]([OH:15])=[O:14].[Br:16]Br.[O:18]=[C:19]([N:23]1[CH2:27][CH2:26][CH2:25][CH2:24]1)[C@H:20](O)[CH3:21].C(N(CC)CC)C.[OH-].[Na+], predict the reaction product. The product is: [Br:16][CH:12]([C:7]1[CH:8]=[CH:9][CH:10]=[CH:11][C:6]=1[Cl:5])[C:13]([O:15][C@H:20]([CH3:21])[C:19](=[O:18])[N:23]1[CH2:27][CH2:26][CH2:25][CH2:24]1)=[O:14]. (3) Given the reactants [CH3:1][O:2][C:3](=[O:40])[C:4]1[CH:9]=[CH:8][C:7]([CH2:10][N:11]([S:31]([C:34]2[CH:39]=[CH:38][CH:37]=[CH:36][CH:35]=2)(=[O:33])=[O:32])[CH2:12][C:13]2[CH:18]=[CH:17][C:16]([C:19]([P:22]([O:27]CC)([O:24]CC)=[O:23])([F:21])[F:20])=[C:15]([Br:30])[CH:14]=2)=[CH:6][CH:5]=1.C[Si](N([Si](C)(C)C)C(=O)C(F)(F)F)(C)C.I[Si](C)(C)C, predict the reaction product. The product is: [CH3:1][O:2][C:3](=[O:40])[C:4]1[CH:5]=[CH:6][C:7]([CH2:10][N:11]([S:31]([C:34]2[CH:35]=[CH:36][CH:37]=[CH:38][CH:39]=2)(=[O:33])=[O:32])[CH2:12][C:13]2[CH:18]=[CH:17][C:16]([C:19]([F:21])([F:20])[P:22]([OH:27])([OH:24])=[O:23])=[C:15]([Br:30])[CH:14]=2)=[CH:8][CH:9]=1. (4) Given the reactants [CH3:1][C:2]([Si:5]([CH3:19])([CH3:18])[O:6][CH2:7][C@@H:8]1[CH2:13][N:12]2[CH2:14][CH2:15][CH2:16][C@H:11]2[C:10](=[O:17])[NH:9]1)([CH3:4])[CH3:3].[H-].[Na+].I[CH3:23], predict the reaction product. The product is: [CH3:4][C:2]([Si:5]([CH3:19])([CH3:18])[O:6][CH2:7][C@@H:8]1[CH2:13][N:12]2[CH2:14][CH2:15][CH2:16][C@H:11]2[C:10](=[O:17])[N:9]1[CH3:23])([CH3:1])[CH3:3]. (5) Given the reactants [O:1]=[C:2]([CH3:9])[CH2:3][C:4]([O:6][CH2:7][CH3:8])=[O:5].[Br:10]Br.O, predict the reaction product. The product is: [Br:10][CH2:9][C:2](=[O:1])[CH2:3][C:4]([O:6][CH2:7][CH3:8])=[O:5].